Dataset: Full USPTO retrosynthesis dataset with 1.9M reactions from patents (1976-2016). Task: Predict the reactants needed to synthesize the given product. (1) Given the product [CH:14]([C:3]1[CH:4]=[C:5]([CH:11]([CH3:13])[CH3:12])[CH:6]=[C:7]([CH:8]([CH3:10])[CH3:9])[C:2]=1[C:22]1[CH:23]=[CH:24][C:19]([C:18]([F:29])([F:28])[F:17])=[CH:20][CH:21]=1)([CH3:16])[CH3:15], predict the reactants needed to synthesize it. The reactants are: Br[C:2]1[C:7]([CH:8]([CH3:10])[CH3:9])=[CH:6][C:5]([CH:11]([CH3:13])[CH3:12])=[CH:4][C:3]=1[CH:14]([CH3:16])[CH3:15].[F:17][C:18]([F:29])([F:28])[C:19]1[CH:24]=[CH:23][C:22](B(O)O)=[CH:21][CH:20]=1.[O-]P([O-])([O-])=O.[K+].[K+].[K+]. (2) The reactants are: [CH3:1][C@@:2]12[C@H:12]3[CH2:13][CH2:14][C@:15]4([CH3:25])[C@@:19]5([O:24][C:22](=[O:23])[CH2:21][CH2:20]5)[CH2:18][CH2:17][C@H:16]4[C@@H:11]3[CH:10]=[CH:9][C:8]1=[CH:7][C:5](=[O:6])[CH2:4][CH2:3]2.CC([O:29]C([C@H]1[C@H]2[C@H]3[C@](C)(CC[C@@H]2[C@]2(C)C(=CC(CC2)=O)C1)[C@@]1(OC(=O)CC1)CC3)=O)C.C[C@@]12[C@H]3CC[C@]4(C)[C@](O)(CCC(O)=O)CC[C@H]4[C@@H]3[C@H](C(OC)=O)CC1=CC(=O)CC2.C[C@@]12[C@H]3CC[C@]4(C)[C@](O)(CCC(O)=O)CC[C@H]4[C@@H]3[C@@H]3[C@@H](C3)C1=CC(=O)CC2.CC(S[C@H]1[C@H]2[C@H]3[C@](C)(CC[C@@H]2[C@]2(C)C(=CC(CC2)=O)C1)[C@@]1(OC(=O)CC1)CC3)=O.C[C@@]12[C@](O)(C)CC[C@H]1[C@@H]1CC[C@@]34O[C@]3(C)C(O)=C(C#N)C[C@]4(C)[C@H]1CC2.CC(S[C@H]1[C@H]2[C@H]3[C@](C)(CC[C@@H]2[C@]2(C)C(=CC(C=C2)=O)C1)[C@@]1(OC(=O)CC1)[C@@H]1[C@H]3C1)=O.CCC[C@H]1[C@H]2[C@H]3[C@](C)(CC[C@@H]2[C@]2(C)C(=CC(CC2)=O)C1)[C@](O)(CCC(O)=O)CC3.C[C@@]12[C@@]3(OC(=O)CC3)[C@@H]3[C@@H](C3)[C@H]1[C@@H]1[C@@H]3[C@H](C4[C@@](C)([C@H]1CC2)C=CC(=O)C=4)C3.CC(S[C@H]1[C@H]2[C@H]3[C@](C)(CC[C@@H]2[C@]2(C)C(=CC(CC2)=O)C1)[C@@]1(OCCC1)CC3)=O.C[C@@]12[C@H]3CC[C@]4(C)[C@@]5(OC(=O)CC5)CC[C@H]4[C@@H]3[C@H]3[C@H](C3)C1=CC(=O)CC2.C[C@@]12[C@@]34O[C@@H]3C[C@]3(C)[C@@]5(OC(=O)CC5)CC[C@H]3[C@@H]4[C@H](C(OC)=O)CC1=CC(=O)CC2. Given the product [CH3:1][C@@:2]12[C@H:12]3[CH2:13][CH2:14][C@:15]4([CH3:25])[C@:19]([OH:29])([CH2:20][CH2:21][C:22]([OH:24])=[O:23])[CH2:18][CH2:17][C@H:16]4[C@@H:11]3[CH:10]=[CH:9][C:8]1=[CH:7][C:5](=[O:6])[CH2:4][CH2:3]2, predict the reactants needed to synthesize it. (3) Given the product [N:1]1([C:2]2[CH:7]=[CH:6][CH:5]=[CH:4][C:3]=2[CH2:8][C:9]([O:11][CH2:12][CH3:13])=[O:10])[CH:14]=[N:23][N:22]=[N:21]1, predict the reactants needed to synthesize it. The reactants are: [NH2:1][C:2]1[CH:7]=[CH:6][CH:5]=[CH:4][C:3]=1[CH2:8][C:9]([O:11][CH2:12][CH3:13])=[O:10].[CH:14](OC)(OC)OC.[N-:21]=[N+:22]=[N-:23].[Na+]. (4) The reactants are: [CH3:1][NH2:2].CO.[S:5]1[CH:9]=[C:8]([CH:10]=O)[C:7]2[CH:12]=[CH:13][CH:14]=[CH:15][C:6]1=2.CC(O)=O. Given the product [CH3:1][NH:2][CH2:10][C:8]1[C:7]2[CH:12]=[CH:13][CH:14]=[CH:15][C:6]=2[S:5][CH:9]=1, predict the reactants needed to synthesize it. (5) Given the product [F:2][C:3]1[CH:4]=[CH:5][C:6]([CH3:13])=[C:7]([S:9]([NH2:12])(=[O:10])=[O:11])[CH:8]=1, predict the reactants needed to synthesize it. The reactants are: [Cl-].[F:2][C:3]1[CH:4]=[CH:5][C:6]([CH3:13])=[C:7]([S:9]([NH2:12])(=[O:11])=[O:10])[CH:8]=1.[NH4+].[OH-]. (6) Given the product [F:32][C:2]([F:1])([F:33])[O:3][C:4]1[CH:5]=[C:6]([CH:29]=[CH:30][CH:31]=1)[CH2:7][NH:8][C:9]([C:11]1[N:12]=[N:13][N:14]([CH2:16][CH2:17][CH2:18][CH2:19][N:20]2[CH:24]=[C:23]([C:25]([OH:27])=[O:26])[N:22]=[N:21]2)[CH:15]=1)=[O:10], predict the reactants needed to synthesize it. The reactants are: [F:1][C:2]([F:33])([F:32])[O:3][C:4]1[CH:5]=[C:6]([CH:29]=[CH:30][CH:31]=1)[CH2:7][NH:8][C:9]([C:11]1[N:12]=[N:13][N:14]([CH2:16][CH2:17][CH2:18][CH2:19][N:20]2[CH:24]=[C:23]([C:25]([O:27]C)=[O:26])[N:22]=[N:21]2)[CH:15]=1)=[O:10].[Li+].[OH-].Cl.CO. (7) Given the product [ClH:1].[Cl:1][C:2]1[CH:3]=[C:4]([C@@H:8]([OH:33])[CH2:9][NH:10][CH2:11][CH2:12][C:13]2[CH:14]=[CH:15][C:16]([S:19]([C:22]3[CH:23]=[C:24]([CH:30]=[CH:31][CH:32]=3)[C:25]([OH:27])=[O:26])(=[O:20])=[O:21])=[CH:17][CH:18]=2)[CH:5]=[CH:6][CH:7]=1, predict the reactants needed to synthesize it. The reactants are: [Cl:1][C:2]1[CH:3]=[C:4]([C@@H:8]([OH:33])[CH2:9][NH:10][CH2:11][CH2:12][C:13]2[CH:18]=[CH:17][C:16]([S:19]([C:22]3[CH:23]=[C:24]([CH:30]=[CH:31][CH:32]=3)[C:25]([O:27]CC)=[O:26])(=[O:21])=[O:20])=[CH:15][CH:14]=2)[CH:5]=[CH:6][CH:7]=1.[OH-].[Na+]. (8) Given the product [C:10]([O:14][C:15]([N:17]1[CH2:22][CH2:21][CH:20]([N:9]([CH2:8][C:34]2[CH:35]=[CH:46][CH:42]=[CH:43][CH:44]=2)[CH3:38])[CH2:19][CH2:18]1)=[O:16])([CH3:13])([CH3:12])[CH3:11], predict the reactants needed to synthesize it. The reactants are: C([CH2:8][NH2:9])C1C=CC=CC=1.[C:10]([O:14][C:15]([N:17]1[CH2:22][CH2:21][C:20](=O)[CH2:19][CH2:18]1)=[O:16])([CH3:13])([CH3:12])[CH3:11].C(O[BH-](O[C:34](=O)[CH3:35])OC(=O)C)(=O)C.[Na+].[C:38](O)(=O)C.[CH2:42]1[CH2:46]O[CH2:44][CH2:43]1.